This data is from Forward reaction prediction with 1.9M reactions from USPTO patents (1976-2016). The task is: Predict the product of the given reaction. (1) Given the reactants [NH:1]1[C:10](=[O:11])[C:9]2[NH:8][CH:7]=[N:6][C:5]=2[N:4]=[C:2]1[NH2:3].[C:12](Cl)([C:25]1[CH:30]=[CH:29][CH:28]=[CH:27][CH:26]=1)([C:19]1[CH:24]=[CH:23][CH:22]=[CH:21][CH:20]=1)[C:13]1[CH:18]=[CH:17][CH:16]=[CH:15][CH:14]=1, predict the reaction product. The product is: [C:12]([NH:3][C:2]1[NH:1][C:10](=[O:11])[C:9]2[N:8]=[CH:7][N:6]([C:12]([C:13]3[CH:18]=[CH:17][CH:16]=[CH:15][CH:14]=3)([C:25]3[CH:26]=[CH:27][CH:28]=[CH:29][CH:30]=3)[C:19]3[CH:20]=[CH:21][CH:22]=[CH:23][CH:24]=3)[C:5]=2[N:4]=1)([C:25]1[CH:30]=[CH:29][CH:28]=[CH:27][CH:26]=1)([C:19]1[CH:24]=[CH:23][CH:22]=[CH:21][CH:20]=1)[C:13]1[CH:18]=[CH:17][CH:16]=[CH:15][CH:14]=1. (2) The product is: [OH2:13].[NH2:6][NH2:7].[NH2:18][C:21]1[CH:30]=[CH:29][CH:28]=[C:27]2[C:22]=1[C:23](=[O:32])[NH:24][NH:25][C:26]2=[O:31]. Given the reactants [Na].NC1C=CC=C2C=1C(=O)[NH:6][NH:7]C2=[O:13].O.NN.[N+:18]([C:21]1[CH:30]=[CH:29][CH:28]=[C:27]2[C:22]=1[C:23](=[O:32])[NH:24][NH:25][C:26]2=[O:31])([O-])=O.O, predict the reaction product. (3) The product is: [Cl:29][C:14]1[C:15]([NH:19][C:20](=[O:28])[CH2:21][CH:22]2[CH2:27][CH2:26][CH2:25][CH2:24][CH2:23]2)=[C:16]2[C:11](=[CH:12][CH:13]=1)[N:10]=[C:9]([N:6]1[CH2:7][CH2:8][CH:3]([C:2]3[NH:1][C:32](=[O:44])[S:33][N:30]=3)[CH2:4][CH2:5]1)[CH:18]=[CH:17]2. Given the reactants [NH2:1][C:2](=[N:30]O)[CH:3]1[CH2:8][CH2:7][N:6]([C:9]2[CH:18]=[CH:17][C:16]3[C:11](=[CH:12][CH:13]=[C:14]([Cl:29])[C:15]=3[NH:19][C:20](=[O:28])[CH2:21][CH:22]3[CH2:27][CH2:26][CH2:25][CH2:24][CH2:23]3)[N:10]=2)[CH2:5][CH2:4]1.[C:32](N1C=CN=C1)(N1C=CN=C1)=[S:33].[O:44]1CCCC1, predict the reaction product. (4) The product is: [C:13]([CH2:12][CH2:11][NH:10][C:9](=[O:18])[NH:8][C@@H:7]([CH2:6][S:5][CH2:4]/[CH:3]=[C:2](\[CH3:1])/[CH2:22][CH2:23]/[CH:24]=[C:25](\[CH3:32])/[CH2:26][CH2:27][CH:28]=[C:29]([CH3:30])[CH3:31])[C:19]([OH:21])=[O:20])([OH:17])=[O:14]. Given the reactants [CH3:1]/[C:2](/[CH2:22][CH2:23]/[CH:24]=[C:25](\[CH3:32])/[CH2:26][CH2:27][CH:28]=[C:29]([CH3:31])[CH3:30])=[CH:3]\[CH2:4][S:5][CH2:6][C@@H:7]([C:19]([OH:21])=[O:20])[NH:8][C:9](=[O:18])[NH:10][CH2:11][CH2:12][C:13](=[O:17])[O:14]CC.[Li+].[OH-].C(OCC)(=O)C.Cl, predict the reaction product.